This data is from Catalyst prediction with 721,799 reactions and 888 catalyst types from USPTO. The task is: Predict which catalyst facilitates the given reaction. Reactant: C(=O)([O-])[O-].[K+].[K+].C([O:15][C@H:16]1[CH2:21][CH2:20][N:19]([C:22]([O:24][CH2:25][C:26]2[CH:31]=[CH:30][CH:29]=[CH:28][CH:27]=2)=[O:23])[CH2:18][C@H:17]1[NH:32][C:33]([O:35][C:36]([CH3:39])([CH3:38])[CH3:37])=[O:34])(=O)C1C=CC=CC=1. Product: [C:36]([O:35][C:33]([NH:32][C@H:17]1[C@@H:16]([OH:15])[CH2:21][CH2:20][N:19]([C:22]([O:24][CH2:25][C:26]2[CH:31]=[CH:30][CH:29]=[CH:28][CH:27]=2)=[O:23])[CH2:18]1)=[O:34])([CH3:39])([CH3:37])[CH3:38]. The catalyst class is: 97.